This data is from Forward reaction prediction with 1.9M reactions from USPTO patents (1976-2016). The task is: Predict the product of the given reaction. (1) Given the reactants Cl[C:2]1[CH:7]=[C:6]([C:8]2[CH:13]=[C:12]([Cl:14])[CH:11]=[C:10]([Cl:15])[CH:9]=2)[N:5]=[C:4]([NH2:16])[N:3]=1.[F:17][C:18]([F:27])([F:26])[C:19]1[CH:25]=[CH:24][C:22]([NH2:23])=[CH:21][CH:20]=1, predict the reaction product. The product is: [Cl:15][C:10]1[CH:9]=[C:8]([C:6]2[N:5]=[C:4]([NH2:16])[N:3]=[C:2]([NH:23][C:22]3[CH:24]=[CH:25][C:19]([C:18]([F:17])([F:26])[F:27])=[CH:20][CH:21]=3)[CH:7]=2)[CH:13]=[C:12]([Cl:14])[CH:11]=1. (2) Given the reactants [BH4-].[Na+].[CH3:3][C:4]1([CH3:14])[O:8][C@@H:7]2[C@@H:9]([CH3:13])[O:10][CH:11]([OH:12])[C@@H:6]2[O:5]1.[Cl-].[Ca+2].[Cl-].C(OCC)(=O)C, predict the reaction product. The product is: [OH:12][CH2:11][C@@H:6]1[O:5][C:4]([CH3:14])([CH3:3])[O:8][C@@H:7]1[C@H:9]([OH:10])[CH3:13]. (3) Given the reactants [CH2:1]1[C:3]2([CH2:8][CH2:7][N:6](C(OC(C)(C)C)=O)[CH2:5][CH2:4]2)[O:2]1.[NH:16]1[CH2:21][CH2:20][O:19][CH2:18][CH2:17]1, predict the reaction product. The product is: [O:19]1[CH2:20][CH2:21][N:16]([CH2:1][C:3]2([OH:2])[CH2:4][CH2:5][NH:6][CH2:7][CH2:8]2)[CH2:17][CH2:18]1. (4) The product is: [F:30][C:25]1[C:26]([CH:27]([OH:29])[CH3:28])=[C:21]([C:9]2[CH:10]=[C:11]3[C:15](=[CH:16][CH:17]=2)[C:14](=[O:18])[O:13][CH2:12]3)[CH:22]=[N:23][CH:24]=1. Given the reactants CC1(C)C(C)(C)OB([C:9]2[CH:10]=[C:11]3[C:15](=[CH:16][CH:17]=2)[C:14](=[O:18])[O:13][CH2:12]3)O1.Br[C:21]1[CH:22]=[N:23][CH:24]=[C:25]([F:30])[C:26]=1[CH:27]([OH:29])[CH3:28], predict the reaction product. (5) Given the reactants C([O:3][C:4](=[O:36])[CH2:5][N:6]1[C:14]2[C:9](=[CH:10][C:11]([O:15][CH3:16])=[CH:12][CH:13]=2)[C:8]([C:17]2[N:25](S(C3C=CC(C)=CC=3)(=O)=O)[C:20]3=[N:21][CH:22]=[CH:23][CH:24]=[C:19]3[CH:18]=2)=[CH:7]1)C.[OH-].[K+], predict the reaction product. The product is: [CH3:16][O:15][C:11]1[CH:10]=[C:9]2[C:14](=[CH:13][CH:12]=1)[N:6]([CH2:5][C:4]([OH:36])=[O:3])[CH:7]=[C:8]2[C:17]1[NH:25][C:20]2=[N:21][CH:22]=[CH:23][CH:24]=[C:19]2[CH:18]=1. (6) Given the reactants [Zn:1].[Br:2]CCBr.Cl[Si](C)(C)C.Br[CH2:12][C:13]1[CH:18]=[C:17]([C:19]([F:22])([F:21])[F:20])[CH:16]=[C:15]([F:23])[CH:14]=1, predict the reaction product. The product is: [Br-:2].[F:23][C:15]1[CH:14]=[C:13]([CH:18]=[C:17]([C:19]([F:22])([F:21])[F:20])[CH:16]=1)[CH2:12][Zn+:1]. (7) Given the reactants [N:1]1[CH:6]=[CH:5][CH:4]=[C:3]([C:7]2[CH:14]=[CH:13][CH:12]=[CH:11][C:8]=2[CH:9]=[O:10])[CH:2]=1.[BH4-].[Na+].Cl, predict the reaction product. The product is: [N:1]1[CH:6]=[CH:5][CH:4]=[C:3]([C:7]2[CH:14]=[CH:13][CH:12]=[CH:11][C:8]=2[CH2:9][OH:10])[CH:2]=1.